This data is from Acute oral toxicity (LD50) regression data from Zhu et al.. The task is: Regression/Classification. Given a drug SMILES string, predict its toxicity properties. Task type varies by dataset: regression for continuous values (e.g., LD50, hERG inhibition percentage) or binary classification for toxic/non-toxic outcomes (e.g., AMES mutagenicity, cardiotoxicity, hepatotoxicity). Dataset: ld50_zhu. (1) The drug is CCOP(=S)(Oc1cnn(C)c(=O)c1OC)c1ccccc1. The rat oral LD50 is 4.82, given as -log10 of the dose in mol/kg body weight (higher means more acutely toxic). (2) The rat oral LD50 is 3.27, given as -log10 of the dose in mol/kg body weight (higher means more acutely toxic). The drug is C[n+]1ccc(-c2cc[n+](C)cc2)cc1. (3) The compound is N#Cc1cccc(C#N)c1. The rat oral LD50 is 2.17, given as -log10 of the dose in mol/kg body weight (higher means more acutely toxic). (4) The rat oral LD50 is 2.43, given as -log10 of the dose in mol/kg body weight (higher means more acutely toxic). The compound is Cc1cccc(C)n1. (5) The molecule is CCCCCCOCCCCCC. The rat oral LD50 is 0.780, given as -log10 of the dose in mol/kg body weight (higher means more acutely toxic). (6) The rat oral LD50 is 4.26, given as -log10 of the dose in mol/kg body weight (higher means more acutely toxic). The compound is CON=C(C)C(=NOC(=O)N(C)SSC(C)(C)C)C(=O)N(C)C.